This data is from Catalyst prediction with 721,799 reactions and 888 catalyst types from USPTO. The task is: Predict which catalyst facilitates the given reaction. (1) Reactant: [Cl:1][C:2]1[C:7]([C:8]([O:10]CC)=[O:9])=[C:6]([Cl:13])[CH:5]=[C:4]([CH3:14])[N:3]=1.[OH-].[Na+].OS(O)(=O)=O. Product: [Cl:1][C:2]1[C:7]([C:8]([OH:10])=[O:9])=[C:6]([Cl:13])[CH:5]=[C:4]([CH3:14])[N:3]=1. The catalyst class is: 72. (2) Reactant: [O:1]1[CH:6]([C:7]([OH:9])=O)[CH2:5][S:4][C:3]2[CH:10]=[CH:11][CH:12]=[CH:13][C:2]1=2.S(Cl)(Cl)=O.[CH3:18][O:19][CH2:20][C:21]1[C:22]([N:27]2[CH2:32][CH2:31][NH:30][CH2:29][CH2:28]2)=N[CH:24]=[CH:25][CH:26]=1.[CH2:33](N(CC)CC)C. Product: [O:1]1[CH:6]([C:7]([N:30]2[CH2:31][CH2:32][N:27]([C:22]3[CH:33]=[CH:24][CH:25]=[CH:26][C:21]=3[CH2:20][O:19][CH3:18])[CH2:28][CH2:29]2)=[O:9])[CH2:5][S:4][C:3]2[CH:10]=[CH:11][CH:12]=[CH:13][C:2]1=2. The catalyst class is: 390. (3) Reactant: C([Li])CCC.CCCCCC.Br[C:13]1[C:14]([C:27]2[CH:32]=[CH:31][CH:30]=[CH:29][CH:28]=2)=[N:15][N:16]2[C:21]([Si:22]([CH3:25])([CH3:24])[CH3:23])=[C:20]([Cl:26])[CH:19]=[CH:18][C:17]=12.[F:33][C:34]1[CH:35]=[C:36]([C:45]2(C=O)[NH:50][CH:49]=[CH:48][CH:47]=[CH:46]2)[CH:37]=[C:38]([F:44])[C:39]=1[O:40][CH2:41][O:42][CH3:43].[C:53](OCC)(=[O:55])C. Product: [Cl:26][C:20]1[CH:19]=[CH:18][C:17]2[N:16]([N:15]=[C:14]([C:27]3[CH:32]=[CH:31][CH:30]=[CH:29][CH:28]=3)[C:13]=2[CH:53]([OH:55])[C:49]2[CH:48]=[CH:47][CH:46]=[C:45]([C:36]3[CH:37]=[C:38]([F:44])[C:39]([O:40][CH2:41][O:42][CH3:43])=[C:34]([F:33])[CH:35]=3)[N:50]=2)[C:21]=1[Si:22]([CH3:25])([CH3:24])[CH3:23]. The catalyst class is: 132.